This data is from NCI-60 drug combinations with 297,098 pairs across 59 cell lines. The task is: Regression. Given two drug SMILES strings and cell line genomic features, predict the synergy score measuring deviation from expected non-interaction effect. Drug 1: CC1=C2C(C(=O)C3(C(CC4C(C3C(C(C2(C)C)(CC1OC(=O)C(C(C5=CC=CC=C5)NC(=O)OC(C)(C)C)O)O)OC(=O)C6=CC=CC=C6)(CO4)OC(=O)C)OC)C)OC. Drug 2: C1=CC=C(C=C1)NC(=O)CCCCCCC(=O)NO. Cell line: SK-MEL-28. Synergy scores: CSS=31.3, Synergy_ZIP=-1.21, Synergy_Bliss=0.148, Synergy_Loewe=-1.92, Synergy_HSA=3.26.